From a dataset of Full USPTO retrosynthesis dataset with 1.9M reactions from patents (1976-2016). Predict the reactants needed to synthesize the given product. (1) The reactants are: C([O:5][C:6](=[O:20])[C:7]([S:10][C:11]1[S:12][CH:13]=[C:14]([CH2:16][CH2:17][CH2:18][NH2:19])[N:15]=1)([CH3:9])[CH3:8])(C)(C)C.Cl[C:22]1[N:29]=[CH:28][CH:27]=[CH:26][C:23]=1[C:24]#[N:25].[F:30][C:31]([F:36])([F:35])[C:32]([OH:34])=[O:33]. Given the product [F:30][C:31]([F:36])([F:35])[C:32]([OH:34])=[O:33].[C:24]([C:23]1[C:22]([N:19]([CH2:13][CH2:14][CH2:16][CH2:17][CH2:18][CH2:31][CH3:32])[CH2:18][CH2:17][CH2:16][C:14]2[N:15]=[C:11]([S:10][C:7]([CH3:8])([CH3:9])[C:6]([OH:5])=[O:20])[S:12][CH:13]=2)=[N:29][CH:28]=[CH:27][CH:26]=1)#[N:25], predict the reactants needed to synthesize it. (2) Given the product [F:22][C:20]([F:23])([F:21])[C:18]1[CH:19]=[C:14]([NH:13][C:11](=[O:12])[C:10]2[CH:28]=[C:6]([C:1](=[O:5])[CH:32]([CH3:39])[CH3:33])[CH:7]=[CH:8][C:9]=2[OH:29])[CH:15]=[C:16]([C:24]([F:27])([F:26])[F:25])[CH:17]=1, predict the reactants needed to synthesize it. The reactants are: [C:1]([C:6]1[CH:7]=[CH:8][C:9]([O:29]C)=[C:10]([CH:28]=1)[C:11]([NH:13][C:14]1[CH:19]=[C:18]([C:20]([F:23])([F:22])[F:21])[CH:17]=[C:16]([C:24]([F:27])([F:26])[F:25])[CH:15]=1)=[O:12])(=[O:5])CCC.N1C(C)=CC(C)=[CH:33][C:32]=1[CH3:39].[I-].[Li+].Cl.